From a dataset of Full USPTO retrosynthesis dataset with 1.9M reactions from patents (1976-2016). Predict the reactants needed to synthesize the given product. (1) Given the product [NH2:32][C:11]1[C:10]([C:9]#[C:8][C:4]2[CH:3]=[C:2]([NH:1][C:41]([NH:40][C:37]3[CH:38]=[CH:39][C:34]([Cl:33])=[C:35]([C:43]([F:45])([F:44])[F:46])[CH:36]=3)=[O:42])[CH:7]=[CH:6][CH:5]=2)=[CH:15][C:14]([C:16]2[N:17]=[N:18][N:19]([CH2:21][CH2:22][CH2:23][O:24][Si:25]([C:28]([CH3:29])([CH3:31])[CH3:30])([CH3:26])[CH3:27])[N:20]=2)=[CH:13][N:12]=1, predict the reactants needed to synthesize it. The reactants are: [NH2:1][C:2]1[CH:3]=[C:4]([C:8]#[C:9][C:10]2[C:11]([NH2:32])=[N:12][CH:13]=[C:14]([C:16]3[N:17]=[N:18][N:19]([CH2:21][CH2:22][CH2:23][O:24][Si:25]([C:28]([CH3:31])([CH3:30])[CH3:29])([CH3:27])[CH3:26])[N:20]=3)[CH:15]=2)[CH:5]=[CH:6][CH:7]=1.[Cl:33][C:34]1[CH:39]=[CH:38][C:37]([N:40]=[C:41]=[O:42])=[CH:36][C:35]=1[C:43]([F:46])([F:45])[F:44]. (2) Given the product [CH3:29][N:2]([CH3:1])[CH2:3][CH2:4][O:5][C:6](=[O:28])[C@@H:7]([NH:20][C:21]([O:23][C:24]([CH3:25])([CH3:26])[CH3:27])=[O:22])[CH2:8][CH2:9][C:10]([OH:12])=[O:11], predict the reactants needed to synthesize it. The reactants are: [CH3:1][N:2]([CH3:29])[CH2:3][CH2:4][O:5][C:6](=[O:28])[C@@H:7]([NH:20][C:21]([O:23][C:24]([CH3:27])([CH3:26])[CH3:25])=[O:22])[CH2:8][CH2:9][C:10]([O:12]CC1C=CC=CC=1)=[O:11]. (3) Given the product [C:1]([N:5]1[C:9]([C:10]2[CH:11]=[CH:12][C:13]([F:16])=[CH:14][CH:15]=2)=[C:8]([C:17]2[S:18][CH:19]=[C:20]([CH2:22][C:23]([N:26]3[CH2:36][CH2:35][CH:29]([C:30]([O:32][CH2:33][CH3:34])=[O:31])[CH2:28][CH2:27]3)=[O:25])[N:21]=2)[CH:7]=[N:6]1)([CH3:3])([CH3:2])[CH3:4], predict the reactants needed to synthesize it. The reactants are: [C:1]([N:5]1[C:9]([C:10]2[CH:15]=[CH:14][C:13]([F:16])=[CH:12][CH:11]=2)=[C:8]([C:17]2[S:18][CH:19]=[C:20]([CH2:22][C:23]([OH:25])=O)[N:21]=2)[CH:7]=[N:6]1)([CH3:4])([CH3:3])[CH3:2].[NH:26]1[CH2:36][CH2:35][CH:29]([C:30]([O:32][CH2:33][CH3:34])=[O:31])[CH2:28][CH2:27]1. (4) Given the product [Cl:1][C:2]1[C:3]([N:24]2[CH2:25][CH2:26][N:27]([C:30]([C:32]3[C:33]([C:38]4[CH:43]=[CH:42][CH:41]=[CH:40][C:39]=4[O:44][CH3:45])=[N:34][O:35][C:36]=3[CH3:37])=[O:31])[CH2:28][CH2:29]2)=[CH:4][C:5]([NH:12][C:13](=[O:23])[C:14]2[CH:15]=[CH:16][C:17]([N:20]([CH3:21])[CH3:22])=[CH:18][CH:19]=2)=[C:6]([CH2:7][OH:8])[CH:11]=1, predict the reactants needed to synthesize it. The reactants are: [Cl:1][C:2]1[C:3]([N:24]2[CH2:29][CH2:28][N:27]([C:30]([C:32]3[C:33]([C:38]4[CH:43]=[CH:42][CH:41]=[CH:40][C:39]=4[O:44][CH3:45])=[N:34][O:35][C:36]=3[CH3:37])=[O:31])[CH2:26][CH2:25]2)=[CH:4][C:5]([NH:12][C:13](=[O:23])[C:14]2[CH:19]=[CH:18][C:17]([N:20]([CH3:22])[CH3:21])=[CH:16][CH:15]=2)=[C:6]([CH:11]=1)[C:7](OC)=[O:8].[BH4-].[Na+].